Predict the reactants needed to synthesize the given product. From a dataset of Full USPTO retrosynthesis dataset with 1.9M reactions from patents (1976-2016). (1) Given the product [F:25]/[C:12](/[C:8]1[CH:9]=[C:10]([CH3:11])[N:6]([CH2:5][C:4]2[CH:3]=[C:2]([N:50]3[CH2:51][CH2:52][CH:47]([OH:46])[CH2:48][CH2:49]3)[CH:28]=[CH:27][CH:26]=2)[N:7]=1)=[CH:13]\[C:14]1[CH:19]=[CH:18][C:17]([O:20][C:21]([F:24])([F:23])[F:22])=[CH:16][CH:15]=1, predict the reactants needed to synthesize it. The reactants are: Br[C:2]1[CH:3]=[C:4]([CH:26]=[CH:27][CH:28]=1)[CH2:5][N:6]1[C:10]([CH3:11])=[CH:9][C:8](/[C:12](/[F:25])=[CH:13]/[C:14]2[CH:19]=[CH:18][C:17]([O:20][C:21]([F:24])([F:23])[F:22])=[CH:16][CH:15]=2)=[N:7]1.[Si]([O:46][CH:47]1[CH2:52][CH2:51][NH:50][CH2:49][CH2:48]1)(C(C)(C)C)(C1C=CC=CC=1)C1C=CC=CC=1.C1(P(C2CCCCC2)C2C=CC=CC=2C2C(C(C)C)=CC(C(C)C)=CC=2C(C)C)CCCCC1.C(=O)([O-])[O-].[Cs+].[Cs+]. (2) Given the product [Br:19][C:15]1[CH:14]=[C:13]([N:11]2[CH:12]=[C:8]([C:6]3[O:7][C:1]([CH3:2])=[N:4][N:5]=3)[N:9]=[CH:10]2)[CH:18]=[CH:17][CH:16]=1, predict the reactants needed to synthesize it. The reactants are: [C:1]([NH:4][NH:5][C:6]([C:8]1[N:9]=[CH:10][N:11]([C:13]2[CH:18]=[CH:17][CH:16]=[C:15]([Br:19])[CH:14]=2)[CH:12]=1)=[O:7])(=O)[CH3:2].[NH4+].[OH-]. (3) The reactants are: [C:1]([C:5]1[O:9][N:8]=[C:7]([NH:10][C:11]([NH:13][C:14]2[CH:19]=[CH:18][CH:17]=[C:16]([O:20][C:21]3[C:30]4[C:25](=[CH:26][C:27]([OH:33])=[C:28]([O:31][CH3:32])[CH:29]=4)[N:24]=[CH:23][N:22]=3)[CH:15]=2)=[O:12])[CH:6]=1)([CH3:4])([CH3:3])[CH3:2].O[CH:35]1[CH2:40][CH2:39][N:38]([C:41]([O:43][C:44]([CH3:47])([CH3:46])[CH3:45])=[O:42])[CH2:37][CH2:36]1.C1C=CC(P(C2C=CC=CC=2)C2C=CC=CC=2)=CC=1.N(C(OC(C)(C)C)=O)=NC(OC(C)(C)C)=O. Given the product [C:1]([C:5]1[O:9][N:8]=[C:7]([NH:10][C:11](=[O:12])[NH:13][C:14]2[CH:15]=[C:16]([CH:17]=[CH:18][CH:19]=2)[O:20][C:21]2[C:30]3[C:25](=[CH:26][C:27]([O:33][CH:35]4[CH2:40][CH2:39][N:38]([C:41]([O:43][C:44]([CH3:47])([CH3:46])[CH3:45])=[O:42])[CH2:37][CH2:36]4)=[C:28]([O:31][CH3:32])[CH:29]=3)[N:24]=[CH:23][N:22]=2)[CH:6]=1)([CH3:4])([CH3:2])[CH3:3], predict the reactants needed to synthesize it. (4) The reactants are: [F:1][CH2:2][CH2:3][N:4]([CH3:12])[C:5]1[CH:6]=[C:7]([OH:11])[CH:8]=[CH:9][CH:10]=1.O=P(Cl)(Cl)Cl.[C:18](=O)(O)[O-:19].[Na+]. Given the product [F:1][CH2:2][CH2:3][N:4]([CH3:12])[C:5]1[CH:10]=[CH:9][C:8]([CH:18]=[O:19])=[C:7]([OH:11])[CH:6]=1, predict the reactants needed to synthesize it. (5) Given the product [N:42]([C@H:6]1[C@@H:11]([CH3:12])[CH2:10][N:9]([C:13]2[CH:18]=[CH:17][N:16]=[CH:15][C:14]=2[N:19]([C:20]([O:22][C:23]([CH3:26])([CH3:25])[CH3:24])=[O:21])[C:27](=[O:28])[O:29][C:30]([CH3:33])([CH3:32])[CH3:31])[CH2:8][C@H:7]1[NH:34][C:35]([O:37][C:38]([CH3:41])([CH3:40])[CH3:39])=[O:36])=[N+:43]=[N-:44], predict the reactants needed to synthesize it. The reactants are: CS(O[C@@H:6]1[C@@H:11]([CH3:12])[CH2:10][N:9]([C:13]2[CH:18]=[CH:17][N:16]=[CH:15][C:14]=2[N:19]([C:27]([O:29][C:30]([CH3:33])([CH3:32])[CH3:31])=[O:28])[C:20]([O:22][C:23]([CH3:26])([CH3:25])[CH3:24])=[O:21])[CH2:8][C@H:7]1[NH:34][C:35]([O:37][C:38]([CH3:41])([CH3:40])[CH3:39])=[O:36])(=O)=O.[N-:42]=[N+:43]=[N-:44].[Na+]. (6) Given the product [N+:1]([C:4]1[CH:5]=[C:6]([NH:7][C:14]([CH:11]2[CH2:13][CH2:12]2)=[O:15])[CH:8]=[CH:9][CH:10]=1)([O-:3])=[O:2], predict the reactants needed to synthesize it. The reactants are: [N+:1]([C:4]1[CH:5]=[C:6]([CH:8]=[CH:9][CH:10]=1)[NH2:7])([O-:3])=[O:2].[CH:11]1([C:14](Cl)=[O:15])[CH2:13][CH2:12]1.C(=O)([O-])[O-].[K+].[K+]. (7) Given the product [F:1][C:2]1[C:3]2[CH:4]=[C:5]3[C:11]4[N:16]=[C:15]([C:17]5[C:18]([N:37]([CH3:42])[S:38]([CH3:41])(=[O:40])=[O:39])=[CH:19][C:20]6[O:24][C:23]([C:25]7[CH:30]=[CH:29][C:28]([F:31])=[CH:27][CH:26]=7)=[C:22]([C:32]([NH:34][CH3:35])=[O:33])[C:21]=6[CH:36]=5)[CH:14]=[CH:13][C:12]=4[CH2:43][CH:44]([CH2:45][CH2:46][OH:47])[N:6]3[C:7]=2[CH:8]=[CH:9][CH:10]=1, predict the reactants needed to synthesize it. The reactants are: [F:1][C:2]1[CH:10]=[CH:9][CH:8]=[C:7]2[C:3]=1[CH:4]=[C:5]([C:11]1[N:16]=[C:15]([C:17]3[C:18]([N:37]([CH3:42])[S:38]([CH3:41])(=[O:40])=[O:39])=[CH:19][C:20]4[O:24][C:23]([C:25]5[CH:30]=[CH:29][C:28]([F:31])=[CH:27][CH:26]=5)=[C:22]([C:32]([NH:34][CH3:35])=[O:33])[C:21]=4[CH:36]=3)[CH:14]=[CH:13][C:12]=1[CH:43]=[CH:44][CH2:45][CH2:46][OH:47])[NH:6]2. (8) Given the product [I:1][C:2]1[C:10]2[N:9]=[CH:8][N:7]([CH2:18][O:17][CH2:16][CH2:15][Si:14]([CH3:21])([CH3:20])[CH3:13])[C:6]=2[CH:5]=[CH:4][CH:3]=1, predict the reactants needed to synthesize it. The reactants are: [I:1][C:2]1[C:10]2[N:9]=[CH:8][NH:7][C:6]=2[CH:5]=[CH:4][CH:3]=1.[H-].[Na+].[CH3:13][Si:14]([CH3:21])([CH3:20])[CH2:15][CH2:16][O:17][CH2:18]Cl.O.